Predict the reactants needed to synthesize the given product. From a dataset of Full USPTO retrosynthesis dataset with 1.9M reactions from patents (1976-2016). (1) Given the product [OH:29][C@@:22]1([C:20]#[C:21][C:2]2[CH:7]=[C:6]([N:8]3[C:16]4[CH2:15][CH2:14][CH2:13][CH2:12][C:11]=4[C:10]([C:17]([NH2:19])=[O:18])=[N:9]3)[CH:5]=[CH:4][N:3]=2)[CH2:26][CH2:25][N:24]([CH3:27])[C:23]1=[O:28], predict the reactants needed to synthesize it. The reactants are: Br[C:2]1[CH:7]=[C:6]([N:8]2[C:16]3[CH2:15][CH2:14][CH2:13][CH2:12][C:11]=3[C:10]([C:17]([NH2:19])=[O:18])=[N:9]2)[CH:5]=[CH:4][N:3]=1.[C:20]([C@:22]1([OH:29])[CH2:26][CH2:25][N:24]([CH3:27])[C:23]1=[O:28])#[CH:21]. (2) Given the product [CH3:30][O:29][CH2:28][CH2:27][O:3][C:4]1[CH:9]=[CH:8][CH:7]=[CH:6][C:5]=1[N:10]1[CH2:11][CH2:12][C:13]([C:18]2[CH:23]=[CH:22][CH:21]=[C:20]([O:24][CH3:25])[CH:19]=2)([C:16]#[N:17])[CH2:14][CH2:15]1, predict the reactants needed to synthesize it. The reactants are: [H-].[Na+].[OH:3][C:4]1[CH:9]=[CH:8][CH:7]=[CH:6][C:5]=1[N:10]1[CH2:15][CH2:14][C:13]([C:18]2[CH:23]=[CH:22][CH:21]=[C:20]([O:24][CH3:25])[CH:19]=2)([C:16]#[N:17])[CH2:12][CH2:11]1.Br[CH2:27][CH2:28][O:29][CH3:30].[Cl-].[NH4+]. (3) Given the product [CH2:1]([O:8][C:9](=[O:47])[NH:10][C@H:11]([C:13](=[O:46])[NH:14][C@H:15]([C:23](=[O:45])[NH:24][C@@H:25]([CH2:38][C:39]1[CH:40]=[CH:41][CH:42]=[CH:43][CH:44]=1)[C:26]([C:28](=[O:37])[NH:29][CH2:30][C:31]1[CH:32]=[CH:33][CH:34]=[CH:35][CH:36]=1)=[O:27])[CH2:16][C:17]1[CH:22]=[CH:21][CH:20]=[CH:19][N:18]=1)[CH3:12])[C:2]1[CH:3]=[CH:4][CH:5]=[CH:6][CH:7]=1, predict the reactants needed to synthesize it. The reactants are: [CH2:1]([O:8][C:9](=[O:47])[NH:10][C@H:11]([C:13](=[O:46])[NH:14][C@H:15]([C:23](=[O:45])[NH:24][C@@H:25]([CH2:38][C:39]1[CH:44]=[CH:43][CH:42]=[CH:41][CH:40]=1)[CH:26]([C:28](=[O:37])[NH:29][CH2:30][C:31]1[CH:36]=[CH:35][CH:34]=[CH:33][CH:32]=1)[OH:27])[CH2:16][C:17]1[CH:22]=[CH:21][CH:20]=[CH:19][N:18]=1)[CH3:12])[C:2]1[CH:7]=[CH:6][CH:5]=[CH:4][CH:3]=1.CC(OI1(OC(C)=O)(OC(C)=O)OC(=O)C2C=CC=CC1=2)=O. (4) Given the product [CH3:1][O:2][CH:3]([O:7][CH3:8])[CH2:4][N:5]([CH3:6])[S:22]([C:20]1[CH:19]=[N:18][N:17]([CH3:16])[CH:21]=1)(=[O:24])=[O:23], predict the reactants needed to synthesize it. The reactants are: [CH3:1][O:2][CH:3]([O:7][CH3:8])[CH2:4][NH:5][CH3:6].C(N(CC)CC)C.[CH3:16][N:17]1[CH:21]=[C:20]([S:22](Cl)(=[O:24])=[O:23])[CH:19]=[N:18]1.